From a dataset of Catalyst prediction with 721,799 reactions and 888 catalyst types from USPTO. Predict which catalyst facilitates the given reaction. (1) Reactant: [CH:1](/[C:9]1[CH:14]=[C:13]([C:15]2[NH:25][C:18]3[NH:19][C:20](=[S:24])[NH:21][C:22](=[O:23])[C:17]=3[CH:16]=2)[CH:12]=[CH:11][N:10]=1)=[CH:2]\[C:3]1[CH:8]=[CH:7][CH:6]=[CH:5][CH:4]=1.[C:26]([O-])([O-])=O.[K+].[K+].IC. Product: [CH3:26][S:24][C:20]1[NH:21][C:22](=[O:23])[C:17]2[CH:16]=[C:15]([C:13]3[CH:12]=[CH:11][N:10]=[C:9](/[CH:1]=[CH:2]/[C:3]4[CH:4]=[CH:5][CH:6]=[CH:7][CH:8]=4)[CH:14]=3)[NH:25][C:18]=2[N:19]=1. The catalyst class is: 21. (2) The catalyst class is: 9. Reactant: [Cl:1][C:2]1[CH:3]=[C:4]2[C:9](=[CH:10][CH:11]=1)[C:8](=[O:12])[N:7]([CH3:13])[C:6]([C:14]([O:16][CH2:17][CH3:18])=[O:15])=[C:5]2[OH:19].CI.[C:22](=O)([O-])[O-].[K+].[K+]. Product: [Cl:1][C:2]1[CH:3]=[C:4]2[C:9](=[CH:10][CH:11]=1)[C:8](=[O:12])[N:7]([CH3:13])[C:6]([C:14]([O:16][CH2:17][CH3:18])=[O:15])=[C:5]2[O:19][CH3:22].